Dataset: HIV replication inhibition screening data with 41,000+ compounds from the AIDS Antiviral Screen. Task: Binary Classification. Given a drug SMILES string, predict its activity (active/inactive) in a high-throughput screening assay against a specified biological target. The compound is N#CC1(C#N)C(c2ccc(C3C(C#N)(C#N)C3(C#N)C#N)cc2)C1(C#N)C#N. The result is 0 (inactive).